From a dataset of NCI-60 drug combinations with 297,098 pairs across 59 cell lines. Regression. Given two drug SMILES strings and cell line genomic features, predict the synergy score measuring deviation from expected non-interaction effect. (1) Drug 1: CC12CCC(CC1=CCC3C2CCC4(C3CC=C4C5=CN=CC=C5)C)O. Drug 2: C1=CN(C(=O)N=C1N)C2C(C(C(O2)CO)O)O.Cl. Cell line: SN12C. Synergy scores: CSS=37.3, Synergy_ZIP=1.61, Synergy_Bliss=10.5, Synergy_Loewe=-6.19, Synergy_HSA=11.3. (2) Drug 1: C1=CC(=CC=C1CCC2=CNC3=C2C(=O)NC(=N3)N)C(=O)NC(CCC(=O)O)C(=O)O. Drug 2: CC1=C(C(=O)C2=C(C1=O)N3CC4C(C3(C2COC(=O)N)OC)N4)N. Cell line: A549. Synergy scores: CSS=49.3, Synergy_ZIP=-8.92, Synergy_Bliss=-4.09, Synergy_Loewe=0.643, Synergy_HSA=3.03. (3) Drug 1: COC1=C(C=C2C(=C1)N=CN=C2NC3=CC(=C(C=C3)F)Cl)OCCCN4CCOCC4. Drug 2: CC1OCC2C(O1)C(C(C(O2)OC3C4COC(=O)C4C(C5=CC6=C(C=C35)OCO6)C7=CC(=C(C(=C7)OC)O)OC)O)O. Cell line: SR. Synergy scores: CSS=92.5, Synergy_ZIP=10.7, Synergy_Bliss=10.9, Synergy_Loewe=4.60, Synergy_HSA=12.1. (4) Drug 1: CC1=C(C=C(C=C1)NC2=NC=CC(=N2)N(C)C3=CC4=NN(C(=C4C=C3)C)C)S(=O)(=O)N.Cl. Drug 2: C1CN(CCN1C(=O)CCBr)C(=O)CCBr. Cell line: HCC-2998. Synergy scores: CSS=4.18, Synergy_ZIP=3.56, Synergy_Bliss=4.08, Synergy_Loewe=-11.5, Synergy_HSA=-6.45.